Task: Binary Classification. Given a drug SMILES string, predict its activity (active/inactive) in a high-throughput screening assay against a specified biological target.. Dataset: HIV replication inhibition screening data with 41,000+ compounds from the AIDS Antiviral Screen The molecule is COC(=O)C=CC(=O)C1C(C(=O)OC)C2(C(=O)OC)CCC1(C(=O)OC)N2. The result is 0 (inactive).